Dataset: Forward reaction prediction with 1.9M reactions from USPTO patents (1976-2016). Task: Predict the product of the given reaction. (1) Given the reactants [C:1]([CH2:4][C:5]1[CH:13]=[C:12]([O:14][CH3:15])[CH:11]=[C:10]([O:16][CH3:17])[C:6]=1[C:7]([OH:9])=[O:8])(O)=[O:2].C(OC(=O)C)(=O)C, predict the reaction product. The product is: [CH3:15][O:14][C:12]1[CH:13]=[C:5]2[C:6](=[C:10]([O:16][CH3:17])[CH:11]=1)[C:7](=[O:9])[O:8][C:1](=[O:2])[CH2:4]2. (2) The product is: [Cl:23][C:22]1[C:16]2[O:15][CH2:14][C@H:13]([CH2:12][NH:31][CH2:30][CH:29]([CH3:32])[CH3:28])[O:18][C:17]=2[CH:19]=[C:20]([S:24]([CH3:27])(=[O:25])=[O:26])[CH:21]=1. Given the reactants CC1C=CC(S(O[CH2:12][C@@H:13]2[O:18][C:17]3[CH:19]=[C:20]([S:24]([CH3:27])(=[O:26])=[O:25])[CH:21]=[C:22]([Cl:23])[C:16]=3[O:15][CH2:14]2)(=O)=O)=CC=1.[CH3:28][CH:29]([CH3:32])[CH2:30][NH2:31], predict the reaction product. (3) Given the reactants [H-].[Na+].[NH2:3][CH2:4][C:5]([OH:7])=O.[CH2:8](Cl)[CH:9]=[CH2:10], predict the reaction product. The product is: [CH2:8]([N:3]1[CH2:4][C:5](=[O:7])[N:3]([CH2:8][CH:9]=[CH2:10])[CH2:4][C:5]1=[O:7])[CH:9]=[CH2:10]. (4) Given the reactants N1CCNCC1.[CH:7]12[CH2:39][CH:10]([N:11]([CH2:13][CH2:14][N:15]3[C:23]4[C:18](=[CH:19][C:20]([N:24]5[CH:29]=[CH:28][C:27]([O:30][CH2:31][C:32]6[CH:37]=[CH:36][CH:35]=[CH:34][CH:33]=6)=[CH:26][C:25]5=[O:38])=[CH:21][CH:22]=4)[CH:17]=[N:16]3)[CH2:12]1)[CH2:9][O:8]2.[ClH:40], predict the reaction product. The product is: [ClH:40].[C@H:7]12[CH2:39][C@H:10]([N:11]([CH2:13][CH2:14][N:15]3[C:23]4[C:18](=[CH:19][C:20]([N:24]5[CH:29]=[CH:28][C:27]([O:30][CH2:31][C:32]6[CH:33]=[CH:34][CH:35]=[CH:36][CH:37]=6)=[CH:26][C:25]5=[O:38])=[CH:21][CH:22]=4)[CH:17]=[N:16]3)[CH2:12]1)[CH2:9][O:8]2. (5) Given the reactants [C:1]1(C2C=CC=CC=2)[CH:6]=[CH:5][CH:4]=[C:3]([N:7]2[CH2:12][CH2:11][N:10]([CH:13]3[CH2:17][CH2:16][CH2:15][CH2:14]3)[CH2:9][CH2:8]2)[CH:2]=1.BrC1C=C(C=CC=1)[C:28]([C:30]1[CH:35]=[CH:34][C:33]([F:36])=[CH:32][CH:31]=1)=[O:29], predict the reaction product. The product is: [CH:13]1([N:10]2[CH2:11][CH2:12][N:7]([C:3]3[CH:2]=[C:1]([C:28]([C:30]4[CH:35]=[CH:34][C:33]([F:36])=[CH:32][CH:31]=4)=[O:29])[CH:6]=[CH:5][CH:4]=3)[CH2:8][CH2:9]2)[CH2:14][CH2:15][CH2:16][CH2:17]1. (6) The product is: [Cl:1][C:2]1[N:7]2[N:8]=[C:9]([C:25]3[CH:30]=[CH:29][C:28]([F:31])=[CH:27][CH:26]=3)[C:10]([C:11]3[CH:12]=[C:13]([CH2:23][I:56])[N:14]=[C:15]([NH:17][CH:18]4[CH2:22][CH2:21][CH2:20][CH2:19]4)[N:16]=3)=[C:6]2[CH:5]=[CH:4][CH:3]=1. Given the reactants [Cl:1][C:2]1[N:7]2[N:8]=[C:9]([C:25]3[CH:30]=[CH:29][C:28]([F:31])=[CH:27][CH:26]=3)[C:10]([C:11]3[N:16]=[C:15]([NH:17][CH:18]4[CH2:22][CH2:21][CH2:20][CH2:19]4)[N:14]=[C:13]([CH2:23]O)[CH:12]=3)=[C:6]2[CH:5]=[CH:4][CH:3]=1.N1C=CN=C1.C1(P(C2C=CC=CC=2)C2C=CC=CC=2)C=CC=CC=1.[I:56]I, predict the reaction product. (7) Given the reactants [F:1][C:2]1[CH:3]=[CH:4][C:5]([OH:27])=[C:6]([C@H:8]2[CH2:12][CH2:11][CH2:10][N:9]2[C:13]2[CH:18]=[CH:17][N:16]3[N:19]=[CH:20][C:21]([C:22]([O:24][CH2:25][CH3:26])=[O:23])=[C:15]3[N:14]=2)[CH:7]=1.Br[CH2:29][CH2:30][CH2:31][N:32]1[C:40](=[O:41])[C:39]2[C:34](=[CH:35][CH:36]=[CH:37][CH:38]=2)[C:33]1=[O:42].C([O-])([O-])=O.[K+].[K+], predict the reaction product. The product is: [O:42]=[C:33]1[C:34]2[C:39](=[CH:38][CH:37]=[CH:36][CH:35]=2)[C:40](=[O:41])[N:32]1[CH2:31][CH2:30][CH2:29][O:27][C:5]1[CH:4]=[CH:3][C:2]([F:1])=[CH:7][C:6]=1[C@H:8]1[CH2:12][CH2:11][CH2:10][N:9]1[C:13]1[CH:18]=[CH:17][N:16]2[N:19]=[CH:20][C:21]([C:22]([O:24][CH2:25][CH3:26])=[O:23])=[C:15]2[N:14]=1. (8) Given the reactants [NH2:1][CH2:2][C:3]1[CH:15]=[C:14]2[C:6]([C:7]3[C:8]([C:19]4[CH:24]=[CH:23][CH:22]=[C:21]([N:25]5[CH2:33][C:32]6[C:27](=[CH:28][CH:29]=[CH:30][CH:31]=6)[C:26]5=[O:34])[C:20]=4[CH3:35])=[CH:9][CH:10]=[C:11]([C:16]([NH2:18])=[O:17])[C:12]=3[NH:13]2)=[CH:5][CH:4]=1.CCN(C(C)C)C(C)C.Br[CH2:46][CH2:47][CH2:48][C:49](Cl)=[O:50].[H-].[Na+], predict the reaction product. The product is: [CH3:35][C:20]1[C:21]([N:25]2[CH2:33][C:32]3[C:27](=[CH:28][CH:29]=[CH:30][CH:31]=3)[C:26]2=[O:34])=[CH:22][CH:23]=[CH:24][C:19]=1[C:8]1[C:7]2[C:6]3[C:14](=[CH:15][C:3]([CH2:2][N:1]4[CH2:46][CH2:47][CH2:48][C:49]4=[O:50])=[CH:4][CH:5]=3)[NH:13][C:12]=2[C:11]([C:16]([NH2:18])=[O:17])=[CH:10][CH:9]=1. (9) Given the reactants [CH3:1][N:2]1[CH2:27][CH2:26][C:5]2[N:6]([CH2:14][CH:15]([C:20]3[CH:25]=[CH:24][N:23]=[CH:22][CH:21]=3)[CH2:16][C:17]([OH:19])=O)[C:7]3[CH:8]=[CH:9][C:10]([CH3:13])=[CH:11][C:12]=3[C:4]=2[CH2:3]1.Cl.[CH3:29][NH:30][CH3:31].C1CN([P+](ON2N=NC3C=CC=CC2=3)(N2CCCC2)N2CCCC2)CC1.F[P-](F)(F)(F)(F)F.C(N(CC)CC)C, predict the reaction product. The product is: [CH3:1][N:2]1[CH2:27][CH2:26][C:5]2[N:6]([CH2:14][CH:15]([C:20]3[CH:21]=[CH:22][N:23]=[CH:24][CH:25]=3)[CH2:16][C:17]([N:30]([CH3:31])[CH3:29])=[O:19])[C:7]3[CH:8]=[CH:9][C:10]([CH3:13])=[CH:11][C:12]=3[C:4]=2[CH2:3]1.